The task is: Regression/Classification. Given a drug SMILES string, predict its absorption, distribution, metabolism, or excretion properties. Task type varies by dataset: regression for continuous measurements (e.g., permeability, clearance, half-life) or binary classification for categorical outcomes (e.g., BBB penetration, CYP inhibition). Dataset: cyp1a2_veith.. This data is from CYP1A2 inhibition data for predicting drug metabolism from PubChem BioAssay. The drug is Cc1cc(C)n(-c2nc(NCC(C)O)c3c4c(sc3n2)COC(C)(C)C4)n1. The result is 1 (inhibitor).